From a dataset of Peptide-MHC class II binding affinity with 134,281 pairs from IEDB. Regression. Given a peptide amino acid sequence and an MHC pseudo amino acid sequence, predict their binding affinity value. This is MHC class II binding data. (1) The peptide sequence is SAAPLRTITADTFRK. The MHC is DRB3_0101 with pseudo-sequence DRB3_0101. The binding affinity (normalized) is 0.293. (2) The peptide sequence is PGDSLAEVELRQHGS. The MHC is DRB1_1302 with pseudo-sequence DRB1_1302. The binding affinity (normalized) is 0.212. (3) The MHC is DRB1_0101 with pseudo-sequence DRB1_0101. The binding affinity (normalized) is 0.391. The peptide sequence is VFHTLWHTTKGAALM. (4) The binding affinity (normalized) is 0.416. The MHC is HLA-DQA10102-DQB10502 with pseudo-sequence HLA-DQA10102-DQB10502. The peptide sequence is LQSLGADIASEQAVL. (5) The peptide sequence is IVQMAPVSAMVRMYI. The MHC is DRB1_0401 with pseudo-sequence DRB1_0401. The binding affinity (normalized) is 0.278.